From a dataset of Forward reaction prediction with 1.9M reactions from USPTO patents (1976-2016). Predict the product of the given reaction. (1) Given the reactants [CH3:1][CH2:2][CH2:3][N:4]([C@@H:12]1[CH2:17][C:16]2[CH:18]=[CH:19][CH:20]=[C:21]([OH:22])[C:15]=2[CH2:14][CH2:13]1)[CH2:5][CH2:6][C:7]1[S:11][CH:10]=[CH:9][CH:8]=1.Cl.N, predict the reaction product. The product is: [CH3:1][CH2:2][CH2:3][N:4]([C@@H:12]1[CH2:17][C:16]2[CH:18]=[CH:19][CH:20]=[C:21]([OH:22])[C:15]=2[CH2:14][CH2:13]1)[CH2:5][CH2:6][C:7]1[S:11][CH:10]=[CH:9][CH:8]=1. (2) Given the reactants [CH3:1][O:2][C:3](=[O:21])[C:4]1[CH:9]=[C:8]([C:10](=[O:12])[CH3:11])[C:7]([C:13]([F:16])([F:15])[F:14])=[CH:6][C:5]=1[NH:17]C(=O)C.O.S(=O)(=O)(O)O, predict the reaction product. The product is: [CH3:1][O:2][C:3](=[O:21])[C:4]1[CH:9]=[C:8]([C:10](=[O:12])[CH3:11])[C:7]([C:13]([F:14])([F:16])[F:15])=[CH:6][C:5]=1[NH2:17]. (3) Given the reactants [CH2:1]([O:8][C:9](=[O:35])[N:10]([CH2:21][CH2:22][C:23]([N:25]([CH:29]1[CH2:34][CH2:33][CH2:32][CH2:31][CH2:30]1)[CH2:26][CH:27]=O)=[O:24])[CH2:11][CH2:12][C:13]1[CH:18]=[CH:17][CH:16]=[C:15]([Cl:19])[C:14]=1[Cl:20])[C:2]1[CH:7]=[CH:6][CH:5]=[CH:4][CH:3]=1.[CH3:36][C:37]1[C:38]([CH2:46][CH2:47][NH2:48])=[C:39]2[N:44]([CH:45]=1)[CH:43]=[CH:42][CH:41]=[CH:40]2.C([BH3-])#N.[Na+].C(OCC)(=O)C, predict the reaction product. The product is: [CH2:1]([O:8][C:9](=[O:35])[N:10]([CH2:21][CH2:22][C:23]([N:25]([CH:29]1[CH2:30][CH2:31][CH2:32][CH2:33][CH2:34]1)[CH2:26][CH2:27][NH:48][CH2:47][CH2:46][C:38]1[C:37]([CH3:36])=[CH:45][N:44]2[C:39]=1[CH:40]=[CH:41][CH:42]=[CH:43]2)=[O:24])[CH2:11][CH2:12][C:13]1[CH:18]=[CH:17][CH:16]=[C:15]([Cl:19])[C:14]=1[Cl:20])[C:2]1[CH:7]=[CH:6][CH:5]=[CH:4][CH:3]=1. (4) Given the reactants [Cl-:1].[Cl:2][CH2:3][CH:4]([OH:10])[CH2:5][N+:6]([CH3:9])([CH3:8])[CH3:7].[CH3:11][N:12]([CH3:20])[CH2:13][CH:14]([CH3:19])[O:15][CH2:16][CH2:17][OH:18], predict the reaction product. The product is: [Cl-:2].[OH:10][CH:4]([CH2:5][N+:6]([CH3:9])([CH3:8])[CH3:7])[CH2:3][N+:12]([CH2:13][CH:14]([O:15][CH2:16][CH2:17][OH:18])[CH3:19])([CH3:20])[CH3:11].[Cl-:1]. (5) Given the reactants [CH3:1][O:2][C:3]1[CH:12]=[CH:11][C:10]2[C:5](=[CH:6][CH:7]=[CH:8][CH:9]=2)[C:4]=1[C:13]([OH:15])=O.C(Cl)(=O)C(Cl)=O.[CH2:22]([CH2:24][NH2:25])[OH:23].C(N(CC)CC)C.Cl, predict the reaction product. The product is: [OH:23][CH2:22][CH2:24][NH:25][C:13]([C:4]1[C:5]2[C:10](=[CH:9][CH:8]=[CH:7][CH:6]=2)[CH:11]=[CH:12][C:3]=1[O:2][CH3:1])=[O:15]. (6) The product is: [CH3:14][O:13][C:10]1([CH2:9][CH2:8][N:7]2[CH2:2][CH2:3][NH:4][C:5]2=[O:6])[CH2:12][CH2:11]1. Given the reactants Cl[CH2:2][CH2:3][NH:4][C:5]([NH:7][CH2:8][CH2:9][C:10]1([O:13][CH3:14])[CH2:12][CH2:11]1)=[O:6].[H-].[Na+], predict the reaction product.